Dataset: Forward reaction prediction with 1.9M reactions from USPTO patents (1976-2016). Task: Predict the product of the given reaction. (1) Given the reactants [O:1]=[S:2]1(=[O:30])[C:7]2[CH:8]=[CH:9][CH:10]=[CH:11][C:6]=2[NH:5][C:4]([C:12]2[C:13](=[O:29])[N:14]([N:23]=[CH:24][CH2:25][CH2:26][CH2:27][CH3:28])[C:15]3[C:20]([C:21]=2[OH:22])=[CH:19][CH:18]=[CH:17][CH:16]=3)=[N:3]1.CO.[BH4-].[Li+].Cl, predict the reaction product. The product is: [O:30]=[S:2]1(=[O:1])[C:7]2[CH:8]=[CH:9][CH:10]=[CH:11][C:6]=2[NH:5][C:4]([C:12]2[C:13](=[O:29])[N:14]([NH:23][CH2:24][CH2:25][CH2:26][CH2:27][CH3:28])[C:15]3[C:20]([C:21]=2[OH:22])=[CH:19][CH:18]=[CH:17][CH:16]=3)=[N:3]1. (2) Given the reactants C[O:2][C:3](=[O:42])[CH2:4][CH2:5][C:6]1[CH:11]=[CH:10][C:9]([S:12]([N:15]2[C:24]3[C:19](=[CH:20][CH:21]=[CH:22][CH:23]=3)[N:18]([C:25]([C:27]3[C:28]([O:33][C:34]4[CH:39]=[C:38]([Cl:40])[CH:37]=[CH:36][C:35]=4[Cl:41])=[N:29][CH:30]=[CH:31][CH:32]=3)=[O:26])[CH2:17][CH2:16]2)(=[O:14])=[O:13])=[CH:8][CH:7]=1.[OH-].[Na+], predict the reaction product. The product is: [Cl:41][C:35]1[CH:36]=[CH:37][C:38]([Cl:40])=[CH:39][C:34]=1[O:33][C:28]1[C:27]([C:25]([N:18]2[C:19]3[C:24](=[CH:23][CH:22]=[CH:21][CH:20]=3)[N:15]([S:12]([C:9]3[CH:10]=[CH:11][C:6]([CH2:5][CH2:4][C:3]([OH:42])=[O:2])=[CH:7][CH:8]=3)(=[O:14])=[O:13])[CH2:16][CH2:17]2)=[O:26])=[CH:32][CH:31]=[CH:30][N:29]=1. (3) Given the reactants [CH3:1][C@H:2]1[C@H:7]([O:8][C:9](=[O:14])[C:10]([CH3:13])([CH3:12])[CH3:11])[CH2:6][CH2:5][NH:4][CH2:3]1.C1C=CC(C(O[C@@H](C(O)=O)[C@@H](OC(C2C=CC=CC=2)=O)C(O)=O)=O)=CC=1, predict the reaction product. The product is: [CH3:1][C@@H:2]1[C@@H:7]([O:8][C:9](=[O:14])[C:10]([CH3:13])([CH3:12])[CH3:11])[CH2:6][CH2:5][NH:4][CH2:3]1. (4) Given the reactants O[C:2]1([CH3:12])[CH2:7][C:6]([CH3:9])([CH3:8])[CH2:5][C:4]([CH3:11])([CH3:10])[CH2:3]1.[C-]#[N:14].[Na+].C(O)(=O)C.S(=O)(=O)(O)O, predict the reaction product. The product is: [CH3:8][C:6]1([CH3:9])[CH2:7][C:2]([NH2:14])([CH3:12])[CH2:3][C:4]([CH3:11])([CH3:10])[CH2:5]1. (5) Given the reactants [CH3:1][O:2][C:3]1[CH:12]=[CH:11][CH:10]=[C:9]2[C:4]=1[C:5](=[O:15])[N:6]([CH3:14])[C:7](=O)[NH:8]2.C(N(CC)C(C)C)(C)C.P(Cl)(Cl)([Cl:27])=O, predict the reaction product. The product is: [Cl:27][C:7]1[N:6]([CH3:14])[C:5](=[O:15])[C:4]2[C:9](=[CH:10][CH:11]=[CH:12][C:3]=2[O:2][CH3:1])[N:8]=1.